Dataset: Catalyst prediction with 721,799 reactions and 888 catalyst types from USPTO. Task: Predict which catalyst facilitates the given reaction. (1) Reactant: [Cl:1][C:2]1[C:7]([F:8])=[CH:6][CH:5]=[C:4]([Cl:9])[C:3]=1[C@H:10]([O:12][C:13]1[C:14]2[O:22][CH:21]=[C:20]([C:23]3[CH2:24][CH2:25][NH:26][CH2:27][CH:28]=3)[C:15]=2[CH:16]=[N:17][C:18]=1[NH2:19])[CH3:11].[Cl:29][C:30]1[CH:35]=[CH:34][CH:33]=[CH:32][C:31]=1[N:36]=[C:37]=[O:38].CCN(C(C)C)C(C)C. Product: [NH2:19][C:18]1[N:17]=[CH:16][C:15]2[C:20]([C:23]3[CH2:24][CH2:25][N:26]([C:37]([NH:36][C:31]4[CH:32]=[CH:33][CH:34]=[CH:35][C:30]=4[Cl:29])=[O:38])[CH2:27][CH:28]=3)=[CH:21][O:22][C:14]=2[C:13]=1[O:12][C@@H:10]([C:3]1[C:4]([Cl:9])=[CH:5][CH:6]=[C:7]([F:8])[C:2]=1[Cl:1])[CH3:11]. The catalyst class is: 3. (2) Reactant: [OH:1][C:2]1[C:10]([CH3:11])=[CH:9][CH:8]=[CH:7][C:3]=1[C:4]([OH:6])=[O:5].[Br:12]Br.O.CO. Product: [Br:12][C:8]1[CH:9]=[C:10]([CH3:11])[C:2]([OH:1])=[C:3]([CH:7]=1)[C:4]([OH:6])=[O:5]. The catalyst class is: 15. (3) Reactant: [C:1]([C:3]1([NH:6][C:7](=[O:34])[C@H:8]([CH2:29][C:30]([F:33])([CH3:32])[CH3:31])[NH:9][C@@H:10]([C:15]2[CH:20]=[CH:19][C:18]([C:21]3[CH:26]=[CH:25][C:24](SC)=[CH:23][CH:22]=3)=[CH:17][CH:16]=2)[C:11]([F:14])([F:13])[F:12])[CH2:5][CH2:4]1)#[N:2].OO.[S:37]([O-:41])([O-])(=[O:39])=S.[Na+].[Na+].[C:44](OCC)(=O)C. Product: [C:1]([C:3]1([NH:6][C:7](=[O:34])[C@H:8]([CH2:29][C:30]([F:33])([CH3:31])[CH3:32])[NH:9][C@@H:10]([C:15]2[CH:16]=[CH:17][C:18]([C:21]3[CH:22]=[CH:23][C:24]([S:37]([CH3:44])(=[O:41])=[O:39])=[CH:25][CH:26]=3)=[CH:19][CH:20]=2)[C:11]([F:12])([F:13])[F:14])[CH2:4][CH2:5]1)#[N:2]. The catalyst class is: 451. (4) Reactant: [Si]([O:8][C@@H:9]1[C@H:13]([CH3:14])[N:12]([C:15]([O:17][C:18]([CH3:21])([CH3:20])[CH3:19])=[O:16])[C@H:11]([C:22]([O:24][CH3:25])=[O:23])[CH2:10]1)(C(C)(C)C)(C)C.CCCC[N+](CCCC)(CCCC)CCCC.[F-]. Product: [OH:8][C@@H:9]1[C@H:13]([CH3:14])[N:12]([C:15]([O:17][C:18]([CH3:21])([CH3:20])[CH3:19])=[O:16])[C@H:11]([C:22]([O:24][CH3:25])=[O:23])[CH2:10]1. The catalyst class is: 54.